This data is from Reaction yield outcomes from USPTO patents with 853,638 reactions. The task is: Predict the reaction yield, written as a fraction of the theoretical maximum amount of product (1.0 means a 100% yield; for example, 0.34 means a 34% yield). (1) The reactants are [Cl:1][C:2]1[CH:28]=[CH:27][C:5]2[N:6]3[C:10]([CH2:11][NH:12][CH2:13][C:4]=2[CH:3]=1)=[N:9][N:8]=[C:7]3[C@H:14]1[CH2:19][CH2:18][C@H:17]([C:20]2[C:25]([F:26])=[CH:24][CH:23]=[CH:22][N:21]=2)[CH2:16][CH2:15]1.[CH3:29][C:30]([CH3:32])=O.C(O)(=O)C.C(O[BH-](OC(=O)C)OC(=O)C)(=O)C.[Na+].C(N(C(C)C)C(C)C)C. The catalyst is ClCCCl.CO. The product is [Cl:1][C:2]1[CH:28]=[CH:27][C:5]2[N:6]3[C:10]([CH2:11][N:12]([CH:30]([CH3:32])[CH3:29])[CH2:13][C:4]=2[CH:3]=1)=[N:9][N:8]=[C:7]3[C@H:14]1[CH2:19][CH2:18][C@H:17]([C:20]2[C:25]([F:26])=[CH:24][CH:23]=[CH:22][N:21]=2)[CH2:16][CH2:15]1. The yield is 0.720. (2) The reactants are C[O:2][C:3](=[O:33])[C:4]1[CH:9]=[CH:8][C:7]([CH2:10][N:11]2[CH:15]=[C:14]([C:16]3[CH:21]=[CH:20][C:19]([Cl:22])=[CH:18][C:17]=3[Cl:23])[N:13]=[C:12]2/[CH:24]=[CH:25]/[C:26]2[CH:31]=[CH:30][C:29](Br)=[CH:28][CH:27]=2)=[CH:6][CH:5]=1.[F:34][C:35]1[C:40](B(O)O)=[C:39]([O:44][CH3:45])[CH:38]=[CH:37][CH:36]=1. No catalyst specified. The product is [Cl:23][C:17]1[CH:18]=[C:19]([Cl:22])[CH:20]=[CH:21][C:16]=1[C:14]1[N:13]=[C:12](/[CH:24]=[CH:25]/[C:26]2[CH:27]=[CH:28][C:29]([C:40]3[C:35]([F:34])=[CH:36][CH:37]=[CH:38][C:39]=3[O:44][CH3:45])=[CH:30][CH:31]=2)[N:11]([CH2:10][C:7]2[CH:6]=[CH:5][C:4]([C:3]([OH:2])=[O:33])=[CH:9][CH:8]=2)[CH:15]=1. The yield is 0.620. (3) The reactants are [NH2:1][C:2]1[C:7]2[N:8]([CH3:15])[CH2:9][CH2:10][N:11]([CH3:14])[C:12](=[O:13])[C:6]=2[CH:5]=[CH:4][CH:3]=1.Cl[C:17]1[N:22]=[C:21]([NH:23][C:24]2[CH:33]=[CH:32][CH:31]=[CH:30][C:25]=2[C:26]([NH:28][CH3:29])=[O:27])[C:20]([Cl:34])=[CH:19][N:18]=1.Cl. The catalyst is C(O)(C)C.O1CCOCC1.C(Cl)Cl. The product is [Cl:34][C:20]1[C:21]([NH:23][C:24]2[CH:33]=[CH:32][CH:31]=[CH:30][C:25]=2[C:26]([NH:28][CH3:29])=[O:27])=[N:22][C:17]([NH:1][C:2]2[C:7]3[N:8]([CH3:15])[CH2:9][CH2:10][N:11]([CH3:14])[C:12](=[O:13])[C:6]=3[CH:5]=[CH:4][CH:3]=2)=[N:18][CH:19]=1. The yield is 0.410. (4) The reactants are [CH3:1][C:2]1[C:7]([C:8]2[N:9]([C:18]3[CH:23]=[CH:22][C:21]([S:24]([CH3:27])(=[O:26])=[O:25])=[CH:20][CH:19]=3)[CH2:10][C:11](O)([C:13]([F:16])([F:15])[F:14])[N:12]=2)=[CH:6][CH:5]=[CH:4][N:3]=1.O.C1(C)C=CC(S(O)(=O)=O)=CC=1. The catalyst is C1(C)C=CC=CC=1. The product is [CH3:1][C:2]1[C:7]([C:8]2[N:9]([C:18]3[CH:23]=[CH:22][C:21]([S:24]([CH3:27])(=[O:26])=[O:25])=[CH:20][CH:19]=3)[CH:10]=[C:11]([C:13]([F:15])([F:16])[F:14])[N:12]=2)=[CH:6][CH:5]=[CH:4][N:3]=1. The yield is 0.730. (5) The reactants are Cl.O1CCOCC1.[Cl:8][C:9]1[CH:10]=[C:11]([NH:47]C(=O)OC(C)(C)C)[CH:12]=[C:13]([C@@H:15]2[C@@:26]3([C:34]4[C:29](=[CH:30][C:31]([Cl:35])=[CH:32][CH:33]=4)[NH:28][C:27]3=[O:36])[C:18]3([CH2:23][CH2:22][C:21]([CH3:25])([CH3:24])[CH2:20][CH2:19]3)[NH:17][C@H:16]2[C:37](=[O:46])[NH:38][C@H:39]2[CH2:44][CH2:43][C@H:42]([OH:45])[CH2:41][CH2:40]2)[CH:14]=1.C(=O)(O)[O-].[Na+]. The catalyst is O1CCOCC1. The yield is 0.910. The product is [NH2:47][C:11]1[CH:12]=[C:13]([C@@H:15]2[C@@:26]3([C:34]4[C:29](=[CH:30][C:31]([Cl:35])=[CH:32][CH:33]=4)[NH:28][C:27]3=[O:36])[C:18]3([CH2:23][CH2:22][C:21]([CH3:24])([CH3:25])[CH2:20][CH2:19]3)[NH:17][C@H:16]2[C:37]([NH:38][C@H:39]2[CH2:44][CH2:43][C@H:42]([OH:45])[CH2:41][CH2:40]2)=[O:46])[CH:14]=[C:9]([Cl:8])[CH:10]=1.